This data is from Reaction yield outcomes from USPTO patents with 853,638 reactions. The task is: Predict the reaction yield, written as a fraction of the theoretical maximum amount of product (1.0 means a 100% yield; for example, 0.34 means a 34% yield). (1) The reactants are C(OC([N:8]1[CH2:13][CH2:12][CH:11]([CH2:14][C:15](=[O:45])[NH:16][C:17]2[S:18][C:19]3[CH:25]=[C:24]([O:26][S:27]([C:30]4[CH:35]=[CH:34][C:33]([NH:36][CH2:37]CCN5C=CN=C5)=[CH:32][CH:31]=4)(=[O:29])=[O:28])[CH:23]=[CH:22][C:20]=3[N:21]=2)[CH2:10][CH2:9]1)=O)(C)(C)C.[ClH:46]. The catalyst is O1CCOCC1. The product is [ClH:46].[NH:8]1[CH2:9][CH2:10][CH:11]([CH2:14][C:15]([NH:16][C:17]2[S:18][C:19]3[CH:25]=[C:24]([O:26][S:27]([C:30]4[CH:35]=[CH:34][C:33]([NH:36][CH2:37][CH2:17][NH:21][CH:20]([CH3:22])[CH3:19])=[CH:32][CH:31]=4)(=[O:29])=[O:28])[CH:23]=[CH:22][C:20]=3[N:21]=2)=[O:45])[CH2:12][CH2:13]1. The yield is 0.880. (2) The reactants are [CH2:1]([O:3][C:4]([C:6]1[NH:19][C:9]2=[N:10][CH:11]=[C:12]([O:14][CH2:15][CH2:16][CH2:17]Cl)[CH:13]=[C:8]2[CH:7]=1)=[O:5])[CH3:2].C(=O)([O-])[O-].[K+].[K+].[I-].[K+].[NH:28]1[CH2:32][CH2:31][CH2:30][CH2:29]1. No catalyst specified. The product is [CH2:1]([O:3][C:4]([C:6]1[NH:19][C:9]2=[N:10][CH:11]=[C:12]([O:14][CH2:15][CH2:16][CH2:17][N:28]3[CH2:32][CH2:31][CH2:30][CH2:29]3)[CH:13]=[C:8]2[CH:7]=1)=[O:5])[CH3:2]. The yield is 0.750. (3) The yield is 0.531. No catalyst specified. The reactants are CC1C=CC(S(O[CH2:12][CH2:13][O:14][CH2:15][CH2:16][O:17][CH2:18][C:19]#[CH:20])(=O)=O)=CC=1.[NH2:21][C:22]1[CH:27]=[CH:26][CH:25]=[CH:24][CH:23]=1. The product is [CH2:18]([O:17][CH2:16][CH2:15][O:14][CH2:13][CH2:12][NH:21][C:22]1[CH:27]=[CH:26][CH:25]=[CH:24][CH:23]=1)[C:19]#[CH:20].